This data is from Reaction yield outcomes from USPTO patents with 853,638 reactions. The task is: Predict the reaction yield, written as a fraction of the theoretical maximum amount of product (1.0 means a 100% yield; for example, 0.34 means a 34% yield). (1) The reactants are [Cl:1][C:2]1[CH:7]=[CH:6][C:5]([OH:8])=[CH:4][CH:3]=1.[P:9]([Cl:13])(Cl)(Cl)=[S:10].C(N(CC)CC)C.[NH2:21][C@@H:22]([CH3:31])[C:23]([O:25][CH2:26][C:27]([CH3:30])([CH3:29])[CH3:28])=[O:24]. The catalyst is C(Cl)Cl. The product is [Cl:13][P:9]([NH:21][C@@H:22]([CH3:31])[C:23]([O:25][CH2:26][C:27]([CH3:30])([CH3:29])[CH3:28])=[O:24])([O:8][C:5]1[CH:6]=[CH:7][C:2]([Cl:1])=[CH:3][CH:4]=1)=[S:10]. The yield is 0.540. (2) The reactants are [CH:1]([C:4]1[CH:9]=[CH:8][C:7]([NH2:10])=[CH:6][CH:5]=1)=[CH:2][CH3:3].C(N(CC)CC)C.[C:18]([O:22][C:23](O[C:23]([O:22][C:18]([CH3:21])([CH3:20])[CH3:19])=[O:24])=[O:24])([CH3:21])([CH3:20])[CH3:19]. The catalyst is O1CCOCC1.O. The product is [C:18]([O:22][C:23](=[O:24])[NH:10][C:7]1[CH:8]=[CH:9][C:4]([CH:1]=[CH:2][CH3:3])=[CH:5][CH:6]=1)([CH3:21])([CH3:20])[CH3:19]. The yield is 0.900. (3) The yield is 0.487. The product is [CH:44]([O:72][CH:27]([CH3:26])[CH3:22])([CH3:49])[CH3:45].[CH:1]1([C@@H:7]([NH:9][C:10]([C:12]2[C:21]3[C:16](=[CH:17][CH:18]=[CH:19][CH:20]=3)[N:15]=[C:14]([C:22]3[CH:23]=[CH:24][CH:25]=[CH:26][CH:27]=3)[C:13]=2[CH2:28][N:29]2[CH2:34][CH2:33][N:32]([C:71](=[O:73])[CH2:70][CH2:69][N:68]([CH2:66][CH3:67])[CH2:74][CH3:75])[CH2:31][CH2:30]2)=[O:11])[CH3:8])[CH2:6][CH2:5][CH2:4][CH2:3][CH2:2]1. The reactants are [CH:1]1([C@@H:7]([NH:9][C:10]([C:12]2[C:21]3[C:16](=[CH:17][CH:18]=[CH:19][CH:20]=3)[N:15]=[C:14]([C:22]3[CH:27]=[CH:26][CH:25]=[CH:24][CH:23]=3)[C:13]=2[CH2:28][N:29]2[CH2:34][CH2:33][NH:32][CH2:31][CH2:30]2)=[O:11])[CH3:8])[CH2:6][CH2:5][CH2:4][CH2:3][CH2:2]1.CN(C(ON1N=N[C:45]2C=CC=[CH:49][C:44]1=2)=[N+](C)C)C.F[P-](F)(F)(F)(F)F.C(N(CC)CC)C.[CH2:66]([N:68]([CH2:74][CH3:75])[CH2:69][CH2:70][C:71]([OH:73])=[O:72])[CH3:67]. The catalyst is C1COCC1. (4) The reactants are [CH3:1][O:2][C:3]1[CH:4]=[C:5]([CH:10]=[C:11](/[CH:13]=[CH:14]/[C:15]2[CH:16]=[N:17][C:18]([NH:21][C:22]3[CH:27]=[CH:26][C:25]([N:28]4[CH2:33][CH2:32][NH:31][CH2:30][CH2:29]4)=[CH:24][CH:23]=3)=[N:19][CH:20]=2)[CH:12]=1)[C:6]([O:8][CH3:9])=[O:7].Br[CH2:35][CH2:36][OH:37].C([O-])([O-])=O.[K+].[K+]. The catalyst is CN(C=O)C. The product is [OH:37][CH2:36][CH2:35][N:31]1[CH2:32][CH2:33][N:28]([C:25]2[CH:24]=[CH:23][C:22]([NH:21][C:18]3[N:19]=[CH:20][C:15](/[CH:14]=[CH:13]/[C:11]4[CH:10]=[C:5]([CH:4]=[C:3]([O:2][CH3:1])[CH:12]=4)[C:6]([O:8][CH3:9])=[O:7])=[CH:16][N:17]=3)=[CH:27][CH:26]=2)[CH2:29][CH2:30]1. The yield is 0.700. (5) The reactants are [F:1][C:2]([F:18])([F:17])[C:3]1[N:4]=[CH:5][C:6]([C:9]2[CH:10]=[C:11]([CH:14]=[CH:15][CH:16]=2)[CH2:12][NH2:13])=[N:7][CH:8]=1.[F:19][C:20]1[CH:25]=[CH:24][C:23]([S:26]([N:29]([CH2:33][C:34](O)=[O:35])[CH:30]([CH3:32])[CH3:31])(=[O:28])=[O:27])=[CH:22][CH:21]=1.CN(C(ON1N=NC2C=CC=NC1=2)=[N+](C)C)C.F[P-](F)(F)(F)(F)F.C(N(CC)C(C)C)(C)C.OS([O-])(=O)=O.[K+]. The catalyst is C(Cl)Cl. The product is [F:19][C:20]1[CH:21]=[CH:22][C:23]([S:26]([N:29]([CH:30]([CH3:32])[CH3:31])[CH2:33][C:34]([NH:13][CH2:12][C:11]2[CH:14]=[CH:15][CH:16]=[C:9]([C:6]3[CH:5]=[N:4][C:3]([C:2]([F:1])([F:17])[F:18])=[CH:8][N:7]=3)[CH:10]=2)=[O:35])(=[O:27])=[O:28])=[CH:24][CH:25]=1. The yield is 0.360. (6) The reactants are [NH2:1][C:2]([C:7]1[CH:12]=[CH:11][C:10]([Br:13])=[CH:9][CH:8]=1)([CH3:6])[C:3]([OH:5])=[O:4].Cl.[CH2:15](O)[CH3:16]. No catalyst specified. The product is [CH2:15]([O:4][C:3](=[O:5])[C:2]([NH2:1])([C:7]1[CH:8]=[CH:9][C:10]([Br:13])=[CH:11][CH:12]=1)[CH3:6])[CH3:16]. The yield is 0.720. (7) The reactants are [NH2:1][C:2]1[CH:30]=[CH:29][C:5]([O:6][C:7]2[CH:12]=[CH:11][N:10]=[C:9]3[CH:13]=[C:14]([C:16]4[CH:21]=[CH:20][C:19]([C:22]([N:24]5[CH2:28][CH2:27][CH2:26][CH2:25]5)=[O:23])=[CH:18][CH:17]=4)[S:15][C:8]=23)=[C:4]([F:31])[CH:3]=1.ClC(Cl)(O[C:36](=[O:42])OC(Cl)(Cl)Cl)Cl.[CH:44]1([NH2:47])[CH2:46][CH2:45]1. The catalyst is C(Cl)Cl. The product is [CH:44]1([NH:47][C:36]([NH:1][C:2]2[CH:30]=[CH:29][C:5]([O:6][C:7]3[CH:12]=[CH:11][N:10]=[C:9]4[CH:13]=[C:14]([C:16]5[CH:17]=[CH:18][C:19]([C:22]([N:24]6[CH2:28][CH2:27][CH2:26][CH2:25]6)=[O:23])=[CH:20][CH:21]=5)[S:15][C:8]=34)=[C:4]([F:31])[CH:3]=2)=[O:42])[CH2:46][CH2:45]1. The yield is 0.220.